From a dataset of Forward reaction prediction with 1.9M reactions from USPTO patents (1976-2016). Predict the product of the given reaction. Given the reactants ClC1C=C(Cl)C=CC=1C1C(N2C=CN=C2)=CN=C(CCN)N=1.Cl[C:24]1[N:29]=[C:28]([NH:30][C:31](=[O:33])[CH3:32])[C:27]([N+:34]([O-:36])=[O:35])=[CH:26][CH:25]=1.[Cl:37][C:38]1[CH:43]=[C:42]([Cl:44])[CH:41]=[CH:40][C:39]=1[C:45]1[C:50]([C:51]2[NH:52][CH:53]=[CH:54][N:55]=2)=[CH:49][N:48]=[C:47]([NH:56][CH2:57][CH2:58][NH:59]C2C=CC([N+]([O-])=O)=C(OC)N=2)[N:46]=1, predict the reaction product. The product is: [Cl:37][C:38]1[CH:43]=[C:42]([Cl:44])[CH:41]=[CH:40][C:39]=1[C:45]1[C:50]([C:51]2[NH:55][CH:54]=[CH:53][N:52]=2)=[CH:49][N:48]=[C:47]([NH:56][CH2:57][CH2:58][NH:59][C:24]2[N:29]=[C:28]([NH:30][C:31](=[O:33])[CH3:32])[C:27]([N+:34]([O-:36])=[O:35])=[CH:26][CH:25]=2)[N:46]=1.